Dataset: Full USPTO retrosynthesis dataset with 1.9M reactions from patents (1976-2016). Task: Predict the reactants needed to synthesize the given product. (1) Given the product [CH3:1][O:2][C:3]([C:5]1[CH:10]=[CH:9][N:8]2[C:11]([C:27]3[CH:26]=[C:25]([C:29]4[CH:34]=[CH:33][CH:32]=[CH:31][C:30]=4[C:35]#[N:36])[CH:24]=[CH:23][CH:28]=3)=[CH:12][N:13]=[C:7]2[N:6]=1)=[O:4], predict the reactants needed to synthesize it. The reactants are: [CH3:1][O:2][C:3]([C:5]1[CH:10]=[CH:9][N:8]2[C:11](Br)=[CH:12][N:13]=[C:7]2[N:6]=1)=[O:4].CC1(C)C(C)(C)OB([C:23]2[CH:24]=[C:25]([C:29]3[C:30]([C:35]#[N:36])=[CH:31][CH:32]=[CH:33][CH:34]=3)[CH:26]=[CH:27][CH:28]=2)O1. (2) Given the product [C:1]([O:4][CH2:5][C@@H:6]1[C@H:8]([C:13]([O:15][CH2:16][CH3:17])=[O:14])[C:7]1([CH3:18])[CH3:9])(=[O:3])[CH3:2], predict the reactants needed to synthesize it. The reactants are: [C:1]([O:4][CH2:5][CH:6]=[C:7]([CH3:9])[CH3:8])(=[O:3])[CH3:2].[N+](=C[C:13]([O:15][CH2:16][CH3:17])=[O:14])=[N-].[CH2:18](N(CC([O-])=O)CC(O)=O)CN(CC([O-])=O)CC([O-])=O.[Na+].[Na+].[Na+].CC[C@@H]1N2C(N(C3C=CC(F)=CC=3)C(=O)[C@H]2CC2C3C(NC1=2)=CC=CC=3)=O. (3) Given the product [C:1]([O:5][C:6]([N:8]1[C:16]2[C:11](=[CH:12][C:13]([O:17][CH2:19][C:20]3[CH:25]=[CH:24][C:23]([C:26]4[CH:31]=[CH:30][CH:29]=[CH:28][CH:27]=4)=[C:22]([N+:32]([O-:34])=[O:33])[CH:21]=3)=[CH:14][CH:15]=2)[CH2:10][CH2:9]1)=[O:7])([CH3:4])([CH3:2])[CH3:3], predict the reactants needed to synthesize it. The reactants are: [C:1]([O:5][C:6]([N:8]1[C:16]2[C:11](=[CH:12][C:13]([OH:17])=[CH:14][CH:15]=2)[CH2:10][CH2:9]1)=[O:7])([CH3:4])([CH3:3])[CH3:2].Cl[CH2:19][C:20]1[CH:25]=[CH:24][C:23]([C:26]2[CH:31]=[CH:30][CH:29]=[CH:28][CH:27]=2)=[C:22]([N+:32]([O-:34])=[O:33])[CH:21]=1.C(=O)([O-])[O-].[K+].[K+].C(=O)(O)[O-].[Na+]. (4) Given the product [ClH:35].[NH2:7][C@@H:8]1[CH2:13][CH2:12][C@H:11]([N:14]2[C:19](=[O:20])[C:18]3[CH:21]=[C:22]([F:25])[CH:23]=[N:24][C:17]=3[N:16]([C:26]3[CH:27]=[C:28]([C:8]4[CH:13]=[CH:12][CH:11]=[CH:10][CH:9]=4)[CH:29]=[CH:30][CH:31]=3)[C:15]2=[O:33])[CH2:10][CH2:9]1, predict the reactants needed to synthesize it. The reactants are: C(OC(=O)[NH:7][C@H:8]1[CH2:13][CH2:12][C@@H:11]([N:14]2[C:19](=[O:20])[C:18]3[CH:21]=[C:22]([F:25])[CH:23]=[N:24][C:17]=3[N:16]([C:26]3[CH:31]=[CH:30][CH:29]=[C:28](I)[CH:27]=3)[C:15]2=[O:33])[CH2:10][CH2:9]1)(C)(C)C.[ClH:35]. (5) Given the product [C:22]([O:21][C:19](=[O:20])[NH:18][CH2:17][CH:14]1[CH2:13][CH2:12][NH:11][CH2:16][CH2:15]1)([CH3:25])([CH3:23])[CH3:24], predict the reactants needed to synthesize it. The reactants are: C(OC([N:11]1[CH2:16][CH2:15][CH:14]([CH2:17][NH:18][C:19]([O:21][C:22]([CH3:25])([CH3:24])[CH3:23])=[O:20])[CH2:13][CH2:12]1)=O)C1C=CC=CC=1.C1COCC1. (6) Given the product [F:32][C:33]1([F:39])[CH2:38][CH2:37][N:36]([C:2]2[CH:7]=[CH:6][C:5]([C:8]3[O:9][C:10]([C:13]4[C:14]([C:19]5[CH:24]=[CH:23][CH:22]=[CH:21][CH:20]=5)=[N:15][O:16][C:17]=4[CH3:18])=[N:11][N:12]=3)=[CH:4][CH:3]=2)[CH2:35][CH2:34]1, predict the reactants needed to synthesize it. The reactants are: I[C:2]1[CH:7]=[CH:6][C:5]([C:8]2[O:9][C:10]([C:13]3[C:14]([C:19]4[CH:24]=[CH:23][CH:22]=[CH:21][CH:20]=4)=[N:15][O:16][C:17]=3[CH3:18])=[N:11][N:12]=2)=[CH:4][CH:3]=1.CC(C)([O-])C.[Na+].Cl.[F:32][C:33]1([F:39])[CH2:38][CH2:37][NH:36][CH2:35][CH2:34]1. (7) Given the product [F:10][C:9]([F:11])([F:12])[C:7]1[CH:6]=[C:5]([C@H:13]([O:15][C@@H:16]2[C@@H:20]([C:21]3[CH:22]=[CH:23][C:24]([F:27])=[CH:25][CH:26]=3)[CH2:19][N:18]([C:28]3[CH2:32][CH2:31][C:30](=[O:33])[C:29]=3[Br:36])[CH2:17]2)[CH3:14])[CH:4]=[C:3]([C:2]([F:1])([F:34])[F:35])[CH:8]=1, predict the reactants needed to synthesize it. The reactants are: [F:1][C:2]([F:35])([F:34])[C:3]1[CH:4]=[C:5]([C@H:13]([O:15][C@@H:16]2[C@@H:20]([C:21]3[CH:26]=[CH:25][C:24]([F:27])=[CH:23][CH:22]=3)[CH2:19][N:18]([C:28]3[CH2:32][CH2:31][C:30](=[O:33])[CH:29]=3)[CH2:17]2)[CH3:14])[CH:6]=[C:7]([C:9]([F:12])([F:11])[F:10])[CH:8]=1.[Br:36]Br.